This data is from Peptide-MHC class I binding affinity with 185,985 pairs from IEDB/IMGT. The task is: Regression. Given a peptide amino acid sequence and an MHC pseudo amino acid sequence, predict their binding affinity value. This is MHC class I binding data. The peptide sequence is LIPDGDGEV. The binding affinity (normalized) is 0.0847. The MHC is HLA-B40:01 with pseudo-sequence HLA-B40:01.